The task is: Predict which catalyst facilitates the given reaction.. This data is from Catalyst prediction with 721,799 reactions and 888 catalyst types from USPTO. (1) Reactant: C1CCN2C(=NCCC2)CC1.[CH3:12][CH:13]([O:15][C:16]1[CH:23]=[CH:22][C:21]([C:24]2[S:25][C:26]([N:29]3[C:37]([CH3:38])=[C:32]4[CH2:33][NH:34][CH2:35][CH2:36][C:31]4=[N:30]3)=[N:27][N:28]=2)=[CH:20][C:17]=1[C:18]#[N:19])[CH3:14].[C:39]([O:43][C:44]([CH3:47])([CH3:46])[CH3:45])(=[O:42])[CH:40]=[CH2:41]. Product: [C:18]([C:17]1[CH:20]=[C:21]([C:24]2[S:25][C:26]([N:29]3[C:37]([CH3:38])=[C:32]4[CH2:33][N:34]([CH2:41][CH2:40][C:39]([O:43][C:44]([CH3:47])([CH3:46])[CH3:45])=[O:42])[CH2:35][CH2:36][C:31]4=[N:30]3)=[N:27][N:28]=2)[CH:22]=[CH:23][C:16]=1[O:15][CH:13]([CH3:12])[CH3:14])#[N:19]. The catalyst class is: 3. (2) Reactant: Cl.[NH2:2][CH2:3][CH2:4][C:5]1[CH:10]=[CH:9][C:8]([C:11]2[CH:27]=[CH:26][C:14]([O:15][CH:16]([CH3:25])[CH2:17][NH:18][S:19]([CH:22]([CH3:24])[CH3:23])(=[O:21])=[O:20])=[CH:13][CH:12]=2)=[CH:7][CH:6]=1.C(N(CC)CC)C.[C:35](Cl)(=[O:37])[CH3:36]. Product: [CH3:25][CH:16]([O:15][C:14]1[CH:26]=[CH:27][C:11]([C:8]2[CH:7]=[CH:6][C:5]([CH2:4][CH2:3][NH:2][C:35](=[O:37])[CH3:36])=[CH:10][CH:9]=2)=[CH:12][CH:13]=1)[CH2:17][NH:18][S:19]([CH:22]([CH3:23])[CH3:24])(=[O:21])=[O:20]. The catalyst class is: 2. (3) Reactant: [CH3:1][O:2][C:3]1[CH:10]=[C:9]([CH:11]=[CH:12][C:13](=[O:20])[C:14]2[CH:19]=[CH:18][CH:17]=[CH:16][CH:15]=2)[CH:8]=[CH:7][C:4]=1[CH:5]=O.C(OP([CH2:29][C:30]([O:32][C:33]([CH3:36])([CH3:35])[CH3:34])=[O:31])(OCC)=O)C.[H-].[Na+]. Product: [C:33]([O:32][C:30](=[O:31])[CH:29]=[CH:5][C:4]1[CH:7]=[CH:8][C:9]([CH:11]=[CH:12][C:13](=[O:20])[C:14]2[CH:19]=[CH:18][CH:17]=[CH:16][CH:15]=2)=[CH:10][C:3]=1[O:2][CH3:1])([CH3:36])([CH3:35])[CH3:34]. The catalyst class is: 1. (4) Reactant: [C:1]([C:3]1[CH:8]=[CH:7][C:6]([C:9]2[N:14]=[C:13]([NH:15][CH3:16])[N:12]=[C:11]([N:17]3[C@H:22]([CH3:23])[CH2:21][O:20][C@H:19]([C:24]([OH:26])=O)[CH2:18]3)[CH:10]=2)=[CH:5][C:4]=1[F:27])#[N:2].CN(C(ON1N=NC2C=CC=NC1=2)=[N+](C)C)C.F[P-](F)(F)(F)(F)F.CCN(C(C)C)C(C)C.[CH:61]1([NH2:67])[CH2:66][CH2:65][CH2:64][CH2:63][CH2:62]1. Product: [C:1]([C:3]1[CH:8]=[CH:7][C:6]([C:9]2[N:14]=[C:13]([NH:15][CH3:16])[N:12]=[C:11]([N:17]3[C@H:22]([CH3:23])[CH2:21][O:20][C@H:19]([C:24]([NH:67][CH:61]4[CH2:66][CH2:65][CH2:64][CH2:63][CH2:62]4)=[O:26])[CH2:18]3)[CH:10]=2)=[CH:5][C:4]=1[F:27])#[N:2]. The catalyst class is: 31. (5) Reactant: [O:1]1[CH2:6][CH2:5][N:4]([C:7]2[S:8][N:9]=[C:10]3[CH:15]=[C:14](Br)[CH:13]=[N:12][C:11]=23)[CH2:3][CH2:2]1.[C:17]([O:20][C:21]1[CH:26]=[CH:25][C:24](B2OC(C)(C)C(C)(C)O2)=[CH:23][C:22]=1[O:36][CH3:37])(=[O:19])[CH3:18].C([O-])([O-])=O.[K+].[K+]. Product: [C:17]([O:20][C:21]1[CH:26]=[CH:25][C:24]([C:14]2[CH:13]=[N:12][C:11]3=[C:7]([N:4]4[CH2:5][CH2:6][O:1][CH2:2][CH2:3]4)[S:8][N:9]=[C:10]3[CH:15]=2)=[CH:23][C:22]=1[O:36][CH3:37])(=[O:19])[CH3:18]. The catalyst class is: 73. (6) Reactant: [CH3:1][C:2]1[CH:3]=[C:4]([NH:9][C:10]2[N:15]=[C:14]([N:16]3[CH:20]=[CH:19][C:18]([C:21]([F:24])([F:23])[F:22])=[N:17]3)[C:13]([C:25]3[CH:26]=[C:27]([C:33]([OH:35])=O)[C:28]([O:31][CH3:32])=[N:29][CH:30]=3)=[CH:12][N:11]=2)[CH:5]=[C:6]([CH3:8])[CH:7]=1.[CH3:36][CH:37]([S:39]([NH2:42])(=[O:41])=[O:40])[CH3:38].C(N(CC)CC)C.[I-].ClC1C=CC=C[N+]=1C. The catalyst class is: 143. Product: [CH3:8][C:6]1[CH:5]=[C:4]([NH:9][C:10]2[N:15]=[C:14]([N:16]3[CH:20]=[CH:19][C:18]([C:21]([F:23])([F:24])[F:22])=[N:17]3)[C:13]([C:25]3[CH:26]=[C:27]([C:33]([NH:42][S:39]([CH:37]([CH3:38])[CH3:36])(=[O:41])=[O:40])=[O:35])[C:28]([O:31][CH3:32])=[N:29][CH:30]=3)=[CH:12][N:11]=2)[CH:3]=[C:2]([CH3:1])[CH:7]=1. (7) Reactant: C([O:3][C:4]([C:6]1[N:7]=[CH:8][N:9]2[C:15]=1[CH2:14][N:13]([C:16](=[O:37])[CH2:17][CH:18]([NH:29][C:30]([O:32][C:33]([CH3:36])([CH3:35])[CH3:34])=[O:31])[CH2:19][C:20]1[CH:25]=[C:24]([F:26])[C:23]([F:27])=[CH:22][C:21]=1[F:28])[CH2:12][C:11]1[CH:38]=[CH:39][CH:40]=[CH:41][C:10]2=1)=[O:5])C.[OH-].[Li+].Cl. Product: [C:33]([O:32][C:30]([NH:29][CH:18]([CH2:19][C:20]1[CH:25]=[C:24]([F:26])[C:23]([F:27])=[CH:22][C:21]=1[F:28])[CH2:17][C:16]([N:13]1[CH2:14][C:15]2[N:9]([CH:8]=[N:7][C:6]=2[C:4]([OH:5])=[O:3])[C:10]2[CH:41]=[CH:40][CH:39]=[CH:38][C:11]=2[CH2:12]1)=[O:37])=[O:31])([CH3:36])([CH3:34])[CH3:35]. The catalyst class is: 20. (8) Reactant: [F:1]/[C:2](/[C:14]1[CH:18]=[C:17]([CH3:19])[NH:16][N:15]=1)=[CH:3]\[C:4]1[CH:9]=[CH:8][C:7]([Si:10]([CH3:13])([CH3:12])[CH3:11])=[CH:6][CH:5]=1.Br[CH2:21][C:22]1[CH:23]=[C:24]([CH:29]=[CH:30][CH:31]=1)[C:25]([O:27][CH3:28])=[O:26].O. Product: [F:1]/[C:2](/[C:14]1[CH:18]=[C:17]([CH3:19])[N:16]([CH2:21][C:22]2[CH:23]=[C:24]([CH:29]=[CH:30][CH:31]=2)[C:25]([O:27][CH3:28])=[O:26])[N:15]=1)=[CH:3]\[C:4]1[CH:5]=[CH:6][C:7]([Si:10]([CH3:11])([CH3:12])[CH3:13])=[CH:8][CH:9]=1. The catalyst class is: 5. (9) Reactant: BrC1C=CC(C(C)(C)C(OCC)=O)=CC=1.COCCOC1C=CC(B(O)O)=CC=1.[CH3:30][O:31][CH2:32][CH2:33][O:34][C:35]1[CH:40]=[CH:39][C:38]([C:41]2[CH:46]=[CH:45][C:44]([C:47]([CH3:54])([CH3:53])[C:48]([O:50]CC)=[O:49])=[CH:43][CH:42]=2)=[CH:37][CH:36]=1.O.[OH-].[Li+]. Product: [CH3:30][O:31][CH2:32][CH2:33][O:34][C:35]1[CH:36]=[CH:37][C:38]([C:41]2[CH:46]=[CH:45][C:44]([C:47]([CH3:54])([CH3:53])[C:48]([OH:50])=[O:49])=[CH:43][CH:42]=2)=[CH:39][CH:40]=1. The catalyst class is: 738. (10) Reactant: [F:1][C:2]1[CH:7]=[CH:6][CH:5]=[C:4]([F:8])[C:3]=1[C:9]1[S:10][C:11]([NH:31]C(=O)OC(C)(C)C)=[C:12]([C:14](=[O:30])[NH:15][C:16]2[CH:17]=[N:18][N:19]([CH3:29])[C:20]=2[N:21]2[CH2:26][CH2:25][CH2:24][C:23]([F:28])([F:27])[CH2:22]2)[N:13]=1.Cl. Product: [NH2:31][C:11]1[S:10][C:9]([C:3]2[C:2]([F:1])=[CH:7][CH:6]=[CH:5][C:4]=2[F:8])=[N:13][C:12]=1[C:14]([NH:15][C:16]1[CH:17]=[N:18][N:19]([CH3:29])[C:20]=1[N:21]1[CH2:26][CH2:25][CH2:24][C:23]([F:27])([F:28])[CH2:22]1)=[O:30]. The catalyst class is: 71.